From a dataset of Full USPTO retrosynthesis dataset with 1.9M reactions from patents (1976-2016). Predict the reactants needed to synthesize the given product. (1) Given the product [F:22][C:15]1[CH:16]=[CH:17][CH:18]=[C:19]([O:20][CH3:21])[C:14]=1[C:11]1[CH:12]=[CH:13][C:8]2[N:7]=[C:30]([C:32]3[CH:33]=[C:34]([CH:37]=[CH:38][CH:39]=3)[C:35]#[N:36])[CH2:29][C:28](=[O:40])[NH:23][C:9]=2[CH:10]=1, predict the reactants needed to synthesize it. The reactants are: C(OC(=O)[NH:7][C:8]1[CH:13]=[CH:12][C:11]([C:14]2[C:19]([O:20][CH3:21])=[CH:18][CH:17]=[CH:16][C:15]=2[F:22])=[CH:10][C:9]=1[NH2:23])(C)(C)C.CC1(C)O[C:30]([C:32]2[CH:33]=[C:34]([CH:37]=[CH:38][CH:39]=2)[C:35]#[N:36])=[CH:29][C:28](=[O:40])O1.C(O)(C(F)(F)F)=O. (2) Given the product [CH2:1]([O:5][C:6]1[N:14]=[C:13]2[C:9]([NH:10][C:11](=[O:32])[N:12]2[CH2:15][C:16]2[CH:21]=[CH:20][C:19]([CH2:22][N:23]([CH2:25][C:26]([O:28][CH2:29][CH2:39][CH2:40][CH2:41][N:42]([CH3:44])[CH3:43])=[O:27])[CH3:24])=[CH:18][C:17]=2[O:30][CH3:31])=[C:8]([NH2:33])[N:7]=1)[CH2:2][CH2:3][CH3:4], predict the reactants needed to synthesize it. The reactants are: [CH2:1]([O:5][C:6]1[N:14]=[C:13]2[C:9]([NH:10][C:11](=[O:32])[N:12]2[CH2:15][C:16]2[CH:21]=[CH:20][C:19]([CH2:22][N:23]([CH2:25][C:26]([O:28][CH3:29])=[O:27])[CH3:24])=[CH:18][C:17]=2[O:30][CH3:31])=[C:8]([NH2:33])[N:7]=1)[CH2:2][CH2:3][CH3:4].CCN=C=N[CH2:39][CH2:40][CH2:41][N:42]([CH3:44])[CH3:43].C1C=CC2N(O)N=NC=2C=1.CN(C(O)CCC)C. (3) Given the product [NH2:1][C:2]1[N:10]=[C:9]([NH:11][CH2:12][CH2:13][CH2:14][CH3:15])[N:8]=[C:7]2[C:3]=1[N:4]=[C:5]([OH:26])[N:6]2[CH2:16][C:17]1[CH:18]=[CH:19][C:20]([NH2:23])=[CH:21][CH:22]=1, predict the reactants needed to synthesize it. The reactants are: [NH2:1][C:2]1[N:10]=[C:9]([NH:11][CH2:12][CH2:13][CH2:14][CH3:15])[N:8]=[C:7]2[C:3]=1[N:4]=[C:5]([OH:26])[N:6]2[CH2:16][C:17]1[CH:22]=[CH:21][C:20]([N+:23]([O-])=O)=[CH:19][CH:18]=1. (4) Given the product [CH:24]1([CH2:23][NH:22][C:18]([C:14]2[S:13][C:12](/[CH:11]=[CH:10]/[C:9]3[C:5]([CH2:1][CH2:2][CH2:3][CH3:4])=[N:6][O:7][C:8]=3[CH3:21])=[N:16][C:15]=2[CH3:17])=[O:20])[CH2:26][CH2:25]1, predict the reactants needed to synthesize it. The reactants are: [CH2:1]([C:5]1[C:9](/[CH:10]=[CH:11]/[C:12]2[S:13][C:14]([C:18]([OH:20])=O)=[C:15]([CH3:17])[N:16]=2)=[C:8]([CH3:21])[O:7][N:6]=1)[CH2:2][CH2:3][CH3:4].[NH2:22][CH2:23][CH:24]1[CH2:26][CH2:25]1. (5) Given the product [CH2:1]([CH:3]1[CH2:16][C:15]2[S:14][C:13]3[C:8](=[CH:9][CH:10]=[C:11]([C:17]4[N:21]=[N:20][N:19]([CH3:23])[N:18]=4)[CH:12]=3)[C:7](=[O:22])[C:6]=2[CH2:5][CH2:4]1)[CH3:2], predict the reactants needed to synthesize it. The reactants are: [CH2:1]([CH:3]1[CH2:16][C:15]2[S:14][C:13]3[C:8](=[CH:9][CH:10]=[C:11]([C:17]4[NH:21][N:20]=[N:19][N:18]=4)[CH:12]=3)[C:7](=[O:22])[C:6]=2[CH2:5][CH2:4]1)[CH3:2].[C:23](=O)([O-])[O-].[Cs+].[Cs+].IC. (6) Given the product [F:14][C:15]1[CH:22]=[C:21]([C:23]([F:24])([F:25])[F:26])[CH:20]=[CH:19][C:16]=1[CH2:17][N:5]1[C:6]2[C:11](=[CH:10][CH:9]=[CH:8][CH:7]=2)[C:2](=[O:1])[C:3]([C:12]#[N:13])=[CH:4]1, predict the reactants needed to synthesize it. The reactants are: [O:1]=[C:2]1[C:11]2[C:6](=[CH:7][CH:8]=[CH:9][CH:10]=2)[NH:5][CH:4]=[C:3]1[C:12]#[N:13].[F:14][C:15]1[CH:22]=[C:21]([C:23]([F:26])([F:25])[F:24])[CH:20]=[CH:19][C:16]=1[CH2:17]Cl.